The task is: Predict the product of the given reaction.. This data is from Forward reaction prediction with 1.9M reactions from USPTO patents (1976-2016). (1) The product is: [NH2:19][CH2:17][C:16]1[CH:20]=[CH:21][C:13]([S:10]([N:9]([C:3]2[CH:4]=[CH:5][C:6]([CH3:8])=[CH:7][C:2]=2[CH3:1])[CH2:22][CH:23]([CH3:25])[CH3:24])(=[O:12])=[O:11])=[CH:14][CH:15]=1. Given the reactants [CH3:1][C:2]1[CH:7]=[C:6]([CH3:8])[CH:5]=[CH:4][C:3]=1[N:9]([CH2:22][CH:23]([CH3:25])[CH3:24])[S:10]([C:13]1[CH:21]=[CH:20][C:16]([C:17]([NH2:19])=O)=[CH:15][CH:14]=1)(=[O:12])=[O:11], predict the reaction product. (2) Given the reactants COC1C=CC(C[N:8]2[C:17]3[C:12](=[CH:13][CH:14]=[CH:15][CH:16]=3)[C:11](=[O:18])[C:10]([C:19]([C:21]3[CH:22]=[N:23][C:24]([C:27]([F:30])([F:29])[F:28])=[CH:25][CH:26]=3)=[O:20])=[CH:9]2)=CC=1, predict the reaction product. The product is: [F:30][C:27]([F:28])([F:29])[C:24]1[N:23]=[CH:22][C:21]([C:19]([C:10]2[C:11](=[O:18])[C:12]3[C:17](=[CH:16][CH:15]=[CH:14][CH:13]=3)[NH:8][CH:9]=2)=[O:20])=[CH:26][CH:25]=1. (3) Given the reactants [F:1][C:2]1[CH:3]=[C:4]([CH:8]=[CH:9][C:10]=1[C:11]1[S:12][C:13]2[C:18]([N:19]=1)=[CH:17][CH:16]=[C:15]([C:20]1([C:23]3[CH:28]=[CH:27][CH:26]=[CH:25][CH:24]=3)[CH2:22][CH2:21]1)[N:14]=2)[C:5]([OH:7])=O.[NH2:29][C:30]([CH3:36])([CH3:35])[CH2:31][C:32]([OH:34])=[O:33], predict the reaction product. The product is: [F:1][C:2]1[CH:3]=[C:4]([C:5]([NH:29][C:30]([CH3:36])([CH3:35])[CH2:31][C:32]([OH:34])=[O:33])=[O:7])[CH:8]=[CH:9][C:10]=1[C:11]1[S:12][C:13]2[C:18]([N:19]=1)=[CH:17][CH:16]=[C:15]([C:20]1([C:23]3[CH:28]=[CH:27][CH:26]=[CH:25][CH:24]=3)[CH2:22][CH2:21]1)[N:14]=2. (4) Given the reactants Br[C:2]1[N:7]2[N:8]=[C:9]([C:11]3([C:14]([OH:16])=[O:15])[CH2:13][CH2:12]3)[N:10]=[C:6]2[C:5]([O:17][CH3:18])=[CH:4][CH:3]=1.CC1(C)C(C)(C)OB([C:27]2[CH:28]=[C:29]3[C:33](=[CH:34][CH:35]=2)[C:32](=[O:36])[O:31][CH2:30]3)O1.B([O-])[O-].C1(P(C2CCCCC2)C2CCCCC2)CCCCC1.[O-]P([O-])([O-])=O.[K+].[K+].[K+], predict the reaction product. The product is: [CH3:18][O:17][C:5]1[C:6]2[N:7]([N:8]=[C:9]([C:11]3([C:14]([OH:16])=[O:15])[CH2:13][CH2:12]3)[N:10]=2)[C:2]([C:27]2[CH:28]=[C:29]3[C:33](=[CH:34][CH:35]=2)[C:32](=[O:36])[O:31][CH2:30]3)=[CH:3][CH:4]=1.